Dataset: Forward reaction prediction with 1.9M reactions from USPTO patents (1976-2016). Task: Predict the product of the given reaction. (1) Given the reactants [Cl:1][CH2:2][CH2:3][C:4]1[CH:9]=[CH:8][C:7]([N:10]([CH2:14][CH2:15][CH3:16])[C:11](=[O:13])[CH3:12])=[C:6]([CH3:17])[CH:5]=1.Cl.[N:19]1([C:25]2[C:33]3[C:28](=[CH:29][CH:30]=[CH:31][CH:32]=3)[NH:27][N:26]=2)[CH2:24][CH2:23][NH:22][CH2:21][CH2:20]1, predict the reaction product. The product is: [ClH:1].[NH:27]1[C:28]2[C:33](=[CH:32][CH:31]=[CH:30][CH:29]=2)[C:25]([N:19]2[CH2:20][CH2:21][N:22]([CH2:2][CH2:3][C:4]3[CH:9]=[CH:8][C:7]([N:10]([CH2:14][CH2:15][CH3:16])[C:11](=[O:13])[CH3:12])=[C:6]([CH3:17])[CH:5]=3)[CH2:23][CH2:24]2)=[N:26]1. (2) Given the reactants [NH2:1][C:2]1[N:7]([CH3:8])[C:6](=[O:9])[NH:5][C:4](=[O:10])[CH:3]=1.CO[CH:13](OC)[N:14]([CH3:16])[CH3:15].Cl[CH2:20][C:21]1[CH:26]=[CH:25][C:24]([O:27][CH3:28])=[CH:23][CH:22]=1.C(=O)([O-])[O-].[K+].[K+], predict the reaction product. The product is: [CH3:28][O:27][C:24]1[CH:25]=[CH:26][C:21]([CH2:20][N:5]2[C:4](=[O:10])[CH:3]=[C:2](/[N:1]=[CH:16]/[N:14]([CH3:13])[CH3:15])[N:7]([CH3:8])[C:6]2=[O:9])=[CH:22][CH:23]=1.